Dataset: Reaction yield outcomes from USPTO patents with 853,638 reactions. Task: Predict the reaction yield, written as a fraction of the theoretical maximum amount of product (1.0 means a 100% yield; for example, 0.34 means a 34% yield). (1) The catalyst is C(COC)OC.O.C1C=CC([P]([Pd]([P](C2C=CC=CC=2)(C2C=CC=CC=2)C2C=CC=CC=2)([P](C2C=CC=CC=2)(C2C=CC=CC=2)C2C=CC=CC=2)[P](C2C=CC=CC=2)(C2C=CC=CC=2)C2C=CC=CC=2)(C2C=CC=CC=2)C2C=CC=CC=2)=CC=1. The yield is 0.630. The product is [Si:24]([O:23][CH2:22][C:19]1([CH3:21])[S:18][CH2:17][CH2:16][N:15]2[C:11]([C:8]3([C:5]4[CH:6]=[CH:7][C:2]([C:34]5[CH:35]=[N:36][CH:37]=[CH:38][C:33]=5[O:32][CH3:31])=[CH:3][CH:4]=4)[CH2:10][CH2:9]3)=[N:12][N:13]=[C:14]2[CH2:20]1)([C:27]([CH3:30])([CH3:29])[CH3:28])([CH3:26])[CH3:25]. The reactants are Br[C:2]1[CH:7]=[CH:6][C:5]([C:8]2([C:11]3[N:15]4[CH2:16][CH2:17][S:18][C:19]([CH2:22][O:23][Si:24]([C:27]([CH3:30])([CH3:29])[CH3:28])([CH3:26])[CH3:25])([CH3:21])[CH2:20][C:14]4=[N:13][N:12]=3)[CH2:10][CH2:9]2)=[CH:4][CH:3]=1.[CH3:31][O:32][C:33]1[CH:38]=[CH:37][N:36]=[CH:35][C:34]=1B1OC(C)(C)C(C)(C)O1.C(=O)([O-])[O-].[K+].[K+].C(=O)([O-])O.[Na+]. (2) The reactants are [CH3:1][O:2][C:3]1[CH:8]=[CH:7][CH:6]=[CH:5][C:4]=1[C:9]1[C:17]2[C:12](=[N:13][CH:14]=[C:15]([C:18]3[CH:19]=[C:20]([CH:23]=[CH:24][CH:25]=3)[CH:21]=O)[CH:16]=2)[N:11](COCC[Si](C)(C)C)[N:10]=1.[NH:34]1[CH2:38][CH2:37][CH2:36][CH2:35]1.Cl([O-])(=O)(=O)=O. The catalyst is C(O)(=O)C. The product is [CH3:1][O:2][C:3]1[CH:8]=[CH:7][CH:6]=[CH:5][C:4]=1[C:9]1[C:17]2[C:12](=[N:13][CH:14]=[C:15]([C:18]3[CH:25]=[CH:24][CH:23]=[C:20]([CH2:21][N:34]4[CH2:38][CH2:37][CH2:36][CH2:35]4)[CH:19]=3)[CH:16]=2)[NH:11][N:10]=1. The yield is 0.440. (3) The reactants are [CH3:1][N:2]1[CH:6]=[C:5]([C:7]2[CH:8]=[C:9]3[C:14](=[CH:15][C:16]=2[S:17]([CH3:20])(=[O:19])=[O:18])[N:13]([C:21]2[C:25]4[CH2:26][NH:27][CH2:28][CH2:29][C:24]=4[N:23]([CH:30]4[CH2:35][CH2:34][O:33][CH2:32][CH2:31]4)[N:22]=2)[CH2:12][CH2:11][CH2:10]3)[CH:4]=[N:3]1.C(N(CC)CC)C.[CH3:43][NH:44][C:45](N1C=CN=C1)=[O:46]. The catalyst is C(Cl)Cl. The product is [CH3:43][NH:44][C:45]([N:27]1[CH2:28][CH2:29][C:24]2[N:23]([CH:30]3[CH2:35][CH2:34][O:33][CH2:32][CH2:31]3)[N:22]=[C:21]([N:13]3[C:14]4[C:9](=[CH:8][C:7]([C:5]5[CH:4]=[N:3][N:2]([CH3:1])[CH:6]=5)=[C:16]([S:17]([CH3:20])(=[O:19])=[O:18])[CH:15]=4)[CH2:10][CH2:11][CH2:12]3)[C:25]=2[CH2:26]1)=[O:46]. The yield is 0.190. (4) The reactants are Br[C:2]1[N:7]=[N:6][C:5]([NH2:8])=[N:4][C:3]=1[C:9]1[CH:14]=[CH:13][CH:12]=[CH:11][CH:10]=1.[F:15][C:16]1[CH:17]=[C:18](B(O)O)[CH:19]=[C:20]([O:22][CH3:23])[CH:21]=1. No catalyst specified. The product is [F:15][C:16]1[CH:17]=[C:18]([C:2]2[N:7]=[N:6][C:5]([NH2:8])=[N:4][C:3]=2[C:9]2[CH:14]=[CH:13][CH:12]=[CH:11][CH:10]=2)[CH:19]=[C:20]([O:22][CH3:23])[CH:21]=1. The yield is 0.320. (5) The reactants are [CH3:1][O:2][C:3]([C:5]1[C:18]([NH:19][C:20]2[CH:25]=[CH:24][C:23]([Br:26])=[CH:22][C:21]=2[Cl:27])=[C:17]([F:28])[C:8]2[N:9]=[CH:10][N:11]([CH2:12][CH2:13][C:14](O)=[O:15])[C:7]=2[CH:6]=1)=[O:4].[CH:29]1[CH:30]=CC2N(O)N=[N:35][C:33]=2[CH:34]=1.O.CCN(CC)CC.N1CCCC1.CCN=C=NCCCN(C)C.Cl. The catalyst is CN(C=O)C.CCOC(C)=O.O. The product is [CH3:1][O:2][C:3]([C:5]1[C:18]([NH:19][C:20]2[CH:25]=[CH:24][C:23]([Br:26])=[CH:22][C:21]=2[Cl:27])=[C:17]([F:28])[C:8]2[N:9]=[CH:10][N:11]([CH2:12][CH2:13][C:14](=[O:15])[N:35]3[CH2:30][CH2:29][CH2:34][CH2:33]3)[C:7]=2[CH:6]=1)=[O:4]. The yield is 0.670. (6) The reactants are [C:1]([O:5][C:6]([N:8]1[CH2:12][CH:11]([CH2:13][CH3:14])[CH2:10][C@H:9]1[C:15]([OH:17])=[O:16])=[O:7])([CH3:4])([CH3:3])[CH3:2].[CH:18]1[CH:23]=[CH:22][C:21]([CH2:24]Br)=[CH:20][CH:19]=1. The yield is 0.740. The product is [CH2:13]([CH:11]1[CH2:12][N:8]([C:6]([O:5][C:1]([CH3:2])([CH3:3])[CH3:4])=[O:7])[C@H:9]([C:15]([O:17][CH2:24][C:21]2[CH:22]=[CH:23][CH:18]=[CH:19][CH:20]=2)=[O:16])[CH2:10]1)[CH3:14]. The catalyst is C1COCC1.